The task is: Predict the reaction yield, written as a fraction of the theoretical maximum amount of product (1.0 means a 100% yield; for example, 0.34 means a 34% yield).. This data is from Reaction yield outcomes from USPTO patents with 853,638 reactions. (1) The reactants are [Br:1][C:2]1[C:3]([O:12][CH3:13])=[C:4]([CH2:10]O)[CH:5]=[C:6]([O:8][CH3:9])[CH:7]=1.O=S(Cl)[Cl:16].O. The catalyst is C1COCC1.[Cl-].[Cl-].[Zn+2]. The product is [Br:1][C:2]1[CH:7]=[C:6]([O:8][CH3:9])[CH:5]=[C:4]([CH2:10][Cl:16])[C:3]=1[O:12][CH3:13]. The yield is 0.750. (2) The reactants are [CH2:1]([C:5]1[N:10]=[C:9]([CH3:11])[N:8]([C:12]2[CH:17]=[CH:16][C:15]([O:18][CH:19]3[CH2:24][CH2:23][CH:22]([OH:25])[CH2:21][CH2:20]3)=[CH:14][CH:13]=2)[C:7](=[O:26])[C:6]=1[CH2:27][C:28]1[CH:33]=[CH:32][C:31]([C:34]2[CH:39]=[CH:38][CH:37]=[CH:36][C:35]=2[C:40]2[NH:44][C:43](=[O:45])[O:42][N:41]=2)=[CH:30][CH:29]=1)[CH2:2][CH2:3][CH3:4].CC(OI1(OC(C)=O)(OC(C)=O)OC(=O)C2C1=CC=CC=2)=O. The catalyst is ClCCl.C(OCC)(=O)C. The product is [CH2:1]([C:5]1[N:10]=[C:9]([CH3:11])[N:8]([C:12]2[CH:17]=[CH:16][C:15]([O:18][CH:19]3[CH2:24][CH2:23][C:22](=[O:25])[CH2:21][CH2:20]3)=[CH:14][CH:13]=2)[C:7](=[O:26])[C:6]=1[CH2:27][C:28]1[CH:33]=[CH:32][C:31]([C:34]2[CH:39]=[CH:38][CH:37]=[CH:36][C:35]=2[C:40]2[NH:44][C:43](=[O:45])[O:42][N:41]=2)=[CH:30][CH:29]=1)[CH2:2][CH2:3][CH3:4]. The yield is 0.930.